Dataset: NCI-60 drug combinations with 297,098 pairs across 59 cell lines. Task: Regression. Given two drug SMILES strings and cell line genomic features, predict the synergy score measuring deviation from expected non-interaction effect. (1) Drug 1: CC1=C(C=C(C=C1)NC2=NC=CC(=N2)N(C)C3=CC4=NN(C(=C4C=C3)C)C)S(=O)(=O)N.Cl. Drug 2: CC12CCC3C(C1CCC2=O)CC(=C)C4=CC(=O)C=CC34C. Cell line: SN12C. Synergy scores: CSS=32.3, Synergy_ZIP=3.24, Synergy_Bliss=2.19, Synergy_Loewe=3.01, Synergy_HSA=3.45. (2) Drug 1: C1=CN(C(=O)N=C1N)C2C(C(C(O2)CO)O)O.Cl. Drug 2: CC(C)CN1C=NC2=C1C3=CC=CC=C3N=C2N. Cell line: OVCAR-4. Synergy scores: CSS=3.66, Synergy_ZIP=0.551, Synergy_Bliss=1.96, Synergy_Loewe=0.808, Synergy_HSA=0.159. (3) Drug 1: CC1=CC=C(C=C1)C2=CC(=NN2C3=CC=C(C=C3)S(=O)(=O)N)C(F)(F)F. Drug 2: C1=NC(=NC(=O)N1C2C(C(C(O2)CO)O)O)N. Cell line: HS 578T. Synergy scores: CSS=13.0, Synergy_ZIP=-4.68, Synergy_Bliss=-2.75, Synergy_Loewe=-2.14, Synergy_HSA=-3.27. (4) Drug 1: CC=C1C(=O)NC(C(=O)OC2CC(=O)NC(C(=O)NC(CSSCCC=C2)C(=O)N1)C(C)C)C(C)C. Drug 2: CC1=C(N=C(N=C1N)C(CC(=O)N)NCC(C(=O)N)N)C(=O)NC(C(C2=CN=CN2)OC3C(C(C(C(O3)CO)O)O)OC4C(C(C(C(O4)CO)O)OC(=O)N)O)C(=O)NC(C)C(C(C)C(=O)NC(C(C)O)C(=O)NCCC5=NC(=CS5)C6=NC(=CS6)C(=O)NCCC[S+](C)C)O. Cell line: BT-549. Synergy scores: CSS=32.7, Synergy_ZIP=-0.0861, Synergy_Bliss=0.784, Synergy_Loewe=0.606, Synergy_HSA=2.72. (5) Drug 1: C1=NC2=C(N1)C(=S)N=C(N2)N. Drug 2: CC(C1=C(C=CC(=C1Cl)F)Cl)OC2=C(N=CC(=C2)C3=CN(N=C3)C4CCNCC4)N. Cell line: NCI/ADR-RES. Synergy scores: CSS=27.6, Synergy_ZIP=-3.85, Synergy_Bliss=-0.777, Synergy_Loewe=-4.69, Synergy_HSA=-1.45. (6) Cell line: A498. Drug 1: C1CCC(C1)C(CC#N)N2C=C(C=N2)C3=C4C=CNC4=NC=N3. Drug 2: C1C(C(OC1N2C=NC(=NC2=O)N)CO)O. Synergy scores: CSS=4.49, Synergy_ZIP=0.653, Synergy_Bliss=1.70, Synergy_Loewe=0.723, Synergy_HSA=0.403. (7) Drug 1: CC1=CC=C(C=C1)C2=CC(=NN2C3=CC=C(C=C3)S(=O)(=O)N)C(F)(F)F. Drug 2: C1CN(CCN1C(=O)CCBr)C(=O)CCBr. Cell line: NCI/ADR-RES. Synergy scores: CSS=12.5, Synergy_ZIP=1.96, Synergy_Bliss=4.89, Synergy_Loewe=-5.39, Synergy_HSA=-3.53.